This data is from Catalyst prediction with 721,799 reactions and 888 catalyst types from USPTO. The task is: Predict which catalyst facilitates the given reaction. (1) Reactant: [OH-].[Na+].[F:3][C:4]1[CH:13]=[C:12]([CH2:14][C:15]2[CH:20]=[CH:19][CH:18]=[C:17]([F:21])[CH:16]=2)[CH:11]=[CH:10][C:5]=1[C:6]([O:8]C)=[O:7].Cl. Product: [F:3][C:4]1[CH:13]=[C:12]([CH2:14][C:15]2[CH:20]=[CH:19][CH:18]=[C:17]([F:21])[CH:16]=2)[CH:11]=[CH:10][C:5]=1[C:6]([OH:8])=[O:7]. The catalyst class is: 8. (2) Reactant: CN.Cl[C:4](=[O:10])[C:5]([O:7]CC)=[O:6].[CH2:11]([N:13](CC)[CH2:14]C)[CH3:12]. Product: [CH2:11]([N:13]([CH3:14])[C:4](=[O:10])[C:5]([OH:7])=[O:6])[CH3:12]. The catalyst class is: 1.